This data is from Catalyst prediction with 721,799 reactions and 888 catalyst types from USPTO. The task is: Predict which catalyst facilitates the given reaction. (1) Reactant: [CH2:1]([CH:3]1[CH2:7][O:6][C:5](=[O:8])[N:4]1[CH2:9][C:10]1[CH:15]=[CH:14][CH:13]=[CH:12][C:11]=1[NH2:16])[CH3:2].C(N(CC)CC)C.[F:24][C:25]([F:38])([F:37])[S:26](O[S:26]([C:25]([F:38])([F:37])[F:24])(=[O:28])=[O:27])(=[O:28])=[O:27]. Product: [CH2:1]([CH:3]1[CH2:7][O:6][C:5](=[O:8])[N:4]1[CH2:9][C:10]1[CH:15]=[CH:14][CH:13]=[CH:12][C:11]=1[NH:16][S:26]([C:25]([F:38])([F:37])[F:24])(=[O:28])=[O:27])[CH3:2]. The catalyst class is: 22. (2) Product: [ClH:9].[CH3:27][O:26][C:23]1[CH:22]=[CH:21][C:20]([C:13]2[C:14]3[C:19](=[CH:18][CH:17]=[CH:16][CH:15]=3)[C:10]([NH:1][C:2]3[CH:7]=[CH:6][C:5]([OH:8])=[CH:4][CH:3]=3)=[N:11][N:12]=2)=[CH:25][CH:24]=1. Reactant: [NH2:1][C:2]1[CH:7]=[CH:6][C:5]([OH:8])=[CH:4][CH:3]=1.[Cl:9][C:10]1[C:19]2[C:14](=[CH:15][CH:16]=[CH:17][CH:18]=2)[C:13]([C:20]2[CH:25]=[CH:24][C:23]([O:26][CH3:27])=[CH:22][CH:21]=2)=[N:12][N:11]=1.C(O)(CC)C. The catalyst class is: 27. (3) Reactant: [Cl:1][C:2]1[CH:7]=[CH:6][C:5]([S:8][CH2:9][CH2:10][C:11]([N:13]([CH2:15][CH3:16])[CH3:14])=[O:12])=[C:4]([NH:17][S:18]([C:21]2[CH:26]=[CH:25][C:24]([Cl:27])=[CH:23][C:22]=2[F:28])(=[O:20])=[O:19])[CH:3]=1.C1C=C(Cl)C=C(C(OO)=[O:37])C=1. Product: [Cl:1][C:2]1[CH:7]=[CH:6][C:5]([S:8]([CH2:9][CH2:10][C:11]([N:13]([CH2:15][CH3:16])[CH3:14])=[O:12])=[O:37])=[C:4]([NH:17][S:18]([C:21]2[CH:26]=[CH:25][C:24]([Cl:27])=[CH:23][C:22]=2[F:28])(=[O:20])=[O:19])[CH:3]=1. The catalyst class is: 2.